Dataset: Reaction yield outcomes from USPTO patents with 853,638 reactions. Task: Predict the reaction yield, written as a fraction of the theoretical maximum amount of product (1.0 means a 100% yield; for example, 0.34 means a 34% yield). (1) The reactants are [F:1][C:2]1[CH:3]=[C:4]([C:12](=O)[CH2:13][C:14](=O)[C:15]([F:18])([F:17])[F:16])[CH:5]=[CH:6][C:7]=1[C:8]([F:11])([F:10])[F:9].[NH2:21][C:22]1[C:26]([C:27]2[CH:28]=[N:29][CH:30]=[CH:31][CH:32]=2)=[CH:25][NH:24][N:23]=1. No catalyst specified. The product is [F:1][C:2]1[CH:3]=[C:4]([C:12]2[CH:13]=[C:14]([C:15]([F:18])([F:17])[F:16])[N:23]3[N:24]=[CH:25][C:26]([C:27]4[CH:28]=[N:29][CH:30]=[CH:31][CH:32]=4)=[C:22]3[N:21]=2)[CH:5]=[CH:6][C:7]=1[C:8]([F:11])([F:10])[F:9]. The yield is 0.630. (2) The product is [F:39][C:33]1[CH:34]=[C:35]([F:38])[CH:36]=[CH:37][C:32]=1[O:31][C:3]1[C:49]2[NH:50][C:51](=[O:52])[N:47]([CH3:45])[C:48]=2[CH:6]=[CH:5][C:4]=1[C:10]1[C:11]2[CH:20]=[CH:19][N:18]([S:21]([C:24]3[CH:29]=[CH:28][C:27]([CH3:30])=[CH:26][CH:25]=3)(=[O:22])=[O:23])[C:12]=2[C:13](=[O:17])[N:14]([CH3:16])[CH:15]=1. The reactants are NC1[C:3]([O:31][C:32]2[CH:37]=[CH:36][C:35]([F:38])=[CH:34][C:33]=2[F:39])=[C:4]([C:10]2[C:11]3[CH:20]=[CH:19][N:18]([S:21]([C:24]4[CH:29]=[CH:28][C:27]([CH3:30])=[CH:26][CH:25]=4)(=[O:23])=[O:22])[C:12]=3[C:13](=[O:17])[N:14]([CH3:16])[CH:15]=2)[CH:5]=[CH:6]C=1NC.C1N=CN([C:45]([N:47]2[CH:51]=[N:50][CH:49]=[CH:48]2)=O)C=1.[O:52]1CCCC1. The yield is 0.750. No catalyst specified. (3) The reactants are [Cl:1][C:2]1[CH:3]=[C:4]([CH2:8][C:9]([OH:11])=[O:10])[CH:5]=[CH:6][CH:7]=1.S(=O)(=O)(O)O.[CH2:17](O)[CH3:18]. No catalyst specified. The product is [CH2:17]([O:10][C:9](=[O:11])[CH2:8][C:4]1[CH:5]=[CH:6][CH:7]=[C:2]([Cl:1])[CH:3]=1)[CH3:18]. The yield is 0.868. (4) The reactants are [CH:1]1([S:7]([CH2:10][C:11]2[N:12]=[C:13]([C:17]3[CH:26]=[CH:25][C:20]([C:21]([O:23]C)=[O:22])=[CH:19][CH:18]=3)[O:14][C:15]=2[CH3:16])(=[O:9])=[O:8])[CH2:6][CH2:5][CH2:4][CH2:3][CH2:2]1.O. The catalyst is Cl. The product is [CH:1]1([S:7]([CH2:10][C:11]2[N:12]=[C:13]([C:17]3[CH:18]=[CH:19][C:20]([C:21]([OH:23])=[O:22])=[CH:25][CH:26]=3)[O:14][C:15]=2[CH3:16])(=[O:9])=[O:8])[CH2:2][CH2:3][CH2:4][CH2:5][CH2:6]1. The yield is 0.880. (5) The reactants are Br[C:2]1[CH:3]=[CH:4][C:5]([N+:8]([O-:10])=[O:9])=[N:6][CH:7]=1.C([O-])([O-])=O.[K+].[K+].[N:17]1([C:23]([O:25][C:26]([CH3:29])([CH3:28])[CH3:27])=[O:24])[CH2:22][CH2:21][NH:20][CH2:19][CH2:18]1.O. The catalyst is CS(C)=O. The product is [N+:8]([C:5]1[N:6]=[CH:7][C:2]([N:20]2[CH2:19][CH2:18][N:17]([C:23]([O:25][C:26]([CH3:29])([CH3:28])[CH3:27])=[O:24])[CH2:22][CH2:21]2)=[CH:3][CH:4]=1)([O-:10])=[O:9]. The yield is 0.370. (6) The reactants are [CH2:1]([CH:5]1[CH2:10][CH2:9][NH:8][CH2:7][CH2:6]1)[CH2:2][CH2:3][CH3:4].[CH3:11][O:12][C:13](=[O:18])[CH2:14][CH2:15][CH2:16]Br.C(=O)([O-])[O-].[K+].[K+]. The catalyst is C(#N)C. The product is [CH3:11][O:12][C:13](=[O:18])[CH2:14][CH2:15][CH2:16][N:8]1[CH2:9][CH2:10][CH:5]([CH2:1][CH2:2][CH2:3][CH3:4])[CH2:6][CH2:7]1. The yield is 0.940. (7) The reactants are Cl[C:2]1[CH:7]=[C:6]([CH3:8])[CH:5]=[CH:4][C:3]=1[CH3:9].[CH2:10]([O:12][C:13]1[CH:19]=[CH:18][C:16]([NH2:17])=[CH:15][CH:14]=1)[CH3:11].CC([O-])(C)C.[Na+].O(CCCC)CCCC. No catalyst specified. The product is [CH2:10]([O:12][C:13]1[CH:19]=[CH:18][C:16]([NH:17][C:2]2[CH:7]=[C:6]([CH3:8])[CH:5]=[CH:4][C:3]=2[CH3:9])=[CH:15][CH:14]=1)[CH3:11]. The yield is 0.980.